From a dataset of Merck oncology drug combination screen with 23,052 pairs across 39 cell lines. Regression. Given two drug SMILES strings and cell line genomic features, predict the synergy score measuring deviation from expected non-interaction effect. (1) Drug 1: CCN(CC)CCNC(=O)c1c(C)[nH]c(C=C2C(=O)Nc3ccc(F)cc32)c1C. Drug 2: C=CCn1c(=O)c2cnc(Nc3ccc(N4CCN(C)CC4)cc3)nc2n1-c1cccc(C(C)(C)O)n1. Cell line: NCIH520. Synergy scores: synergy=4.08. (2) Drug 1: COC1=C2CC(C)CC(OC)C(O)C(C)C=C(C)C(OC(N)=O)C(OC)C=CC=C(C)C(=O)NC(=CC1=O)C2=O. Drug 2: CCc1cnn2c(NCc3ccc[n+]([O-])c3)cc(N3CCCCC3CCO)nc12. Cell line: UACC62. Synergy scores: synergy=-7.45. (3) Drug 1: COc1cccc2c1C(=O)c1c(O)c3c(c(O)c1C2=O)CC(O)(C(=O)CO)CC3OC1CC(N)C(O)C(C)O1. Drug 2: CC1(c2nc3c(C(N)=O)cccc3[nH]2)CCCN1. Cell line: NCIH460. Synergy scores: synergy=4.52.